From a dataset of Forward reaction prediction with 1.9M reactions from USPTO patents (1976-2016). Predict the product of the given reaction. (1) Given the reactants [CH3:1][O:2][C:3](=[O:32])[CH2:4][O:5][C:6]1[CH:14]=[C:13]2[CH2:15][CH2:16][CH2:17][C:12]2=[C:11]2[C:7]=1[CH:8]=[C:9]([CH3:31])[N:10]2[CH2:18][C:19]1[CH:24]=[CH:23][CH:22]=[CH:21][C:20]=1[C:25]1[S:26][C:27]([Br:30])=[CH:28][CH:29]=1.CC1[NH:35]C2C(C=1)=C(OC)C=C1CCCC=21.[H-].[Na+].BrC1SC(C2C=CC=CC=2CBr)=CC=1.B(Br)(Br)Br.[C:68](=[O:71])(O)[O-].[Na+].[C:73](=[O:76])([O-])[O-].[Cs+].[Cs+].BrCC(OC)=O, predict the reaction product. The product is: [CH3:1][O:2][C:3](=[O:32])[CH2:4][O:5][C:6]1[CH:14]=[C:13]2[CH2:15][CH2:16][CH2:17][C:12]2=[C:11]2[C:7]=1[C:8]([C:68](=[O:71])[C:73]([NH2:35])=[O:76])=[C:9]([CH3:31])[N:10]2[CH2:18][C:19]1[CH:24]=[CH:23][CH:22]=[CH:21][C:20]=1[C:25]1[S:26][C:27]([Br:30])=[CH:28][CH:29]=1. (2) The product is: [S:1]1[C:2]2[CH2:6][CH2:7][O:8][CH2:9][C:3]=2[CH:4]=[CH:5]1. Given the reactants [S:1]1[CH:5]=[CH:4][CH:3]=[C:2]1[CH2:6][CH2:7][OH:8].[CH2:9]=O.[In+3], predict the reaction product. (3) Given the reactants Br[C:2]1[CH:16]=[CH:15][C:5]([CH2:6][NH:7][C:8](=[O:14])[O:9][C:10]([CH3:13])([CH3:12])[CH3:11])=[C:4]([F:17])[CH:3]=1.[B:18]1([B:18]2[O:22][C:21]([CH3:24])([CH3:23])[C:20]([CH3:26])([CH3:25])[O:19]2)[O:22][C:21]([CH3:24])([CH3:23])[C:20]([CH3:26])([CH3:25])[O:19]1.C([O-])(=O)C.[K+], predict the reaction product. The product is: [C:10]([O:9][C:8](=[O:14])[NH:7][CH2:6][C:5]1[CH:15]=[CH:16][C:2]([B:18]2[O:22][C:21]([CH3:24])([CH3:23])[C:20]([CH3:26])([CH3:25])[O:19]2)=[CH:3][C:4]=1[F:17])([CH3:13])([CH3:12])[CH3:11]. (4) Given the reactants [N:1]1[N:2]([C:6]2[C:7]([C:16]([O:18]CC)=[O:17])=[N:8][C:9]3[C:14]([CH:15]=2)=[CH:13][CH:12]=[CH:11][CH:10]=3)[N:3]=[CH:4][CH:5]=1.[OH-].[Na+].Cl, predict the reaction product. The product is: [N:1]1[N:2]([C:6]2[C:7]([C:16]([OH:18])=[O:17])=[N:8][C:9]3[C:14]([CH:15]=2)=[CH:13][CH:12]=[CH:11][CH:10]=3)[N:3]=[CH:4][CH:5]=1. (5) Given the reactants [NH2:1][C:2]1[CH:7]=[CH:6][C:5]([Br:8])=[CH:4][C:3]=1[C:9]([C:11]1[CH:16]=[CH:15][CH:14]=[CH:13][CH:12]=1)=O.[CH3:17][CH:18]([C:20](=O)[CH2:21][C:22](=[O:26])[CH:23]([CH3:25])[CH3:24])[CH3:19], predict the reaction product. The product is: [Br:8][C:5]1[CH:4]=[C:3]2[C:2](=[CH:7][CH:6]=1)[N:1]=[C:20]([CH:18]([CH3:19])[CH3:17])[C:21]([C:22](=[O:26])[CH:23]([CH3:25])[CH3:24])=[C:9]2[C:11]1[CH:16]=[CH:15][CH:14]=[CH:13][CH:12]=1. (6) The product is: [C:27]([O:31][C:32](=[O:43])[NH:33][CH2:34][CH:35]([NH:42][C:20](=[O:21])[C:19]1[CH:23]=[CH:24][C:25]([CH3:26])=[C:17]([NH:16][C:14]([C:8]2[C:9](=[O:13])[NH:10][C:11]3[C:6]([CH:7]=2)=[CH:5][N:4]=[C:3]([O:2][CH3:1])[CH:12]=3)=[O:15])[CH:18]=1)[C:36]1[CH:37]=[CH:38][CH:39]=[CH:40][CH:41]=1)([CH3:30])([CH3:28])[CH3:29]. Given the reactants [CH3:1][O:2][C:3]1[CH:12]=[C:11]2[C:6]([CH:7]=[C:8]([C:14]([NH:16][C:17]3[CH:18]=[C:19]([CH:23]=[CH:24][C:25]=3[CH3:26])[C:20](O)=[O:21])=[O:15])[C:9](=[O:13])[NH:10]2)=[CH:5][N:4]=1.[C:27]([O:31][C:32](=[O:43])[NH:33][CH2:34][CH:35]([NH2:42])[C:36]1[CH:41]=[CH:40][CH:39]=[CH:38][CH:37]=1)([CH3:30])([CH3:29])[CH3:28], predict the reaction product. (7) Given the reactants C[O:2][C:3]1[CH:8]=[C:7]([C:9]2[C:14]([C:15]3[NH:19][N:18]=[N:17][N:16]=3)=[C:13]([C:20]3([CH3:25])[CH2:24][CH2:23][CH2:22][CH2:21]3)[N:12]=[C:11]3[CH2:26][CH2:27][CH2:28][CH2:29][CH2:30][C:10]=23)[CH:6]=[CH:5][N:4]=1.Br, predict the reaction product. The product is: [CH3:25][C:20]1([C:13]2[N:12]=[C:11]3[CH2:26][CH2:27][CH2:28][CH2:29][CH2:30][C:10]3=[C:9]([C:7]3[CH:6]=[CH:5][NH:4][C:3](=[O:2])[CH:8]=3)[C:14]=2[C:15]2[NH:16][N:17]=[N:18][N:19]=2)[CH2:24][CH2:23][CH2:22][CH2:21]1.